From a dataset of Forward reaction prediction with 1.9M reactions from USPTO patents (1976-2016). Predict the product of the given reaction. (1) Given the reactants [N:1]([CH2:4][C@@H:5]([NH:13][C:14]([C:16]1[S:32][C:19]2=[N:20][C:21]3[CH2:22][CH2:23][CH:24]([C:28]([CH3:31])([CH3:30])[CH3:29])[CH2:25][C:26]=3[CH:27]=[C:18]2[CH:17]=1)=[O:15])[C:6]1[CH:11]=[CH:10][CH:9]=[C:8](Br)[CH:7]=1)=[N+]=[N-].[N:33]1[C:42]2[C:37](=[CH:38][CH:39]=[CH:40][C:41]=2B(O)O)[CH:36]=[CH:35][CH:34]=1.C1C=CC(P(C2C=CC=CC=2)C2C=CC=CC=2)=CC=1.C([O-])([O-])=O.[Na+].[Na+], predict the reaction product. The product is: [NH2:1][CH2:4][C@@H:5]([NH:13][C:14]([C:16]1[S:32][C:19]2=[N:20][C:21]3[CH2:22][CH2:23][CH:24]([C:28]([CH3:31])([CH3:30])[CH3:29])[CH2:25][C:26]=3[CH:27]=[C:18]2[CH:17]=1)=[O:15])[C:6]1[CH:11]=[CH:10][CH:9]=[C:8]([C:41]2[CH:40]=[CH:39][CH:38]=[C:37]3[C:42]=2[N:33]=[CH:34][CH:35]=[CH:36]3)[CH:7]=1. (2) Given the reactants [F:1][C:2]1[CH:3]=[C:4]([C:9]2[CH:14]=[CH:13][C:12]([C:15]3[CH:20]=[CH:19][C:18]([CH2:21][CH2:22][CH3:23])=[CH:17][CH:16]=3)=[CH:11][C:10]=2[F:24])[CH:5]=[C:6]([F:8])[CH:7]=1.C([Li])CCC.CCCCCC.B(OC)(OC)[O:37]C.Cl, predict the reaction product. The product is: [F:1][C:2]1[CH:3]=[C:4]([C:9]2[CH:14]=[CH:13][C:12]([C:15]3[CH:20]=[CH:19][C:18]([CH2:21][CH2:22][CH3:23])=[CH:17][CH:16]=3)=[CH:11][C:10]=2[F:24])[CH:5]=[C:6]([F:8])[C:7]=1[OH:37]. (3) Given the reactants [CH3:1][O:2][C:3](=[O:13])[C:4]1[CH:9]=[C:8](I)[CH:7]=[CH:6][C:5]=1[O:11][CH3:12].[NH:14]1[CH2:19][CH2:18][O:17][CH2:16][CH2:15]1.C(=O)([O-])[O-].[Cs+].[Cs+].CC1(C)C2C(=C(P(C3C=CC=CC=3)C3C=CC=CC=3)C=CC=2)OC2C(P(C3C=CC=CC=3)C3C=CC=CC=3)=CC=CC1=2, predict the reaction product. The product is: [CH3:1][O:2][C:3](=[O:13])[C:4]1[CH:9]=[C:8]([N:14]2[CH2:19][CH2:18][O:17][CH2:16][CH2:15]2)[CH:7]=[CH:6][C:5]=1[O:11][CH3:12]. (4) Given the reactants [C:1]([O:4][CH2:5][CH2:6][O:7][CH2:8][CH2:9][O:10][CH2:11][CH2:12]Cl)(=[O:3])[CH3:2].[I-:14].[Na+], predict the reaction product. The product is: [C:1]([O:4][CH2:5][CH2:6][O:7][CH2:8][CH2:9][O:10][CH2:11][CH2:12][I:14])(=[O:3])[CH3:2].